The task is: Predict the reaction yield, written as a fraction of the theoretical maximum amount of product (1.0 means a 100% yield; for example, 0.34 means a 34% yield).. This data is from Reaction yield outcomes from USPTO patents with 853,638 reactions. (1) The reactants are [Br:1][C:2]1[CH:3]=[C:4]([S:8](Cl)(=[O:10])=[O:9])[CH:5]=[CH:6][CH:7]=1.[CH3:12][NH2:13]. The catalyst is C1COCC1. The product is [CH3:12][NH:13][S:8]([C:4]1[CH:5]=[CH:6][CH:7]=[C:2]([Br:1])[CH:3]=1)(=[O:10])=[O:9]. The yield is 0.990. (2) The reactants are [CH3:1][N:2]1[CH2:9][CH2:8][CH2:7][C@H:3]1[C:4]([OH:6])=O.[NH2:10][C:11]1[CH:12]=[C:13]([CH:30]=[CH:31][C:32]=1[CH3:33])[O:14][C:15]1[CH:16]=[CH:17][C:18]2[N:19]([CH:21]=[C:22]([NH:24][C:25]([CH:27]3[CH2:29][CH2:28]3)=[O:26])[N:23]=2)[N:20]=1.ON1C2C=CC=CC=2N=N1.F[P-](F)(F)(F)(F)F.N1(OC(N(C)C)=[N+](C)C)C2C=CC=CC=2N=N1.C(N(CC)C(C)C)(C)C. The catalyst is CN(C)C=O. The product is [CH:27]1([C:25]([NH:24][C:22]2[N:23]=[C:18]3[CH:17]=[CH:16][C:15]([O:14][C:13]4[CH:30]=[CH:31][C:32]([CH3:33])=[C:11]([NH:10][C:4](=[O:6])[C@@H:3]5[CH2:7][CH2:8][CH2:9][N:2]5[CH3:1])[CH:12]=4)=[N:20][N:19]3[CH:21]=2)=[O:26])[CH2:28][CH2:29]1. The yield is 0.0500. (3) The reactants are [CH:1]1([C:6]([OH:32])([CH2:22][C:23]2[O:24]C(C)(C)O[C:27](=[O:29])[CH:28]=2)[C:7]#[C:8][C:9]2[CH:14]=[CH:13][C:12]([C:15]3([C:19]#[N:20])[CH2:18][CH2:17][CH2:16]3)=[C:11]([F:21])[CH:10]=2)[CH2:5][CH2:4][CH2:3][CH2:2]1.C(O)C.[H][H].[OH-].[Na+]. The catalyst is O.[OH-].[OH-].[Pd+2].C(O)(=O)C. The product is [CH:1]1([C:6]2([CH2:7][CH2:8][C:9]3[CH:14]=[CH:13][C:12]([C:15]4([C:19]#[N:20])[CH2:18][CH2:17][CH2:16]4)=[C:11]([F:21])[CH:10]=3)[CH2:22][C:23](=[O:24])[CH2:28][C:27](=[O:29])[O:32]2)[CH2:5][CH2:4][CH2:3][CH2:2]1. The yield is 0.830. (4) The reactants are FC(F)(F)C(O)=O.[OH:8][CH:9]1[CH2:13][CH2:12][N:11]([C:14]2[CH:15]=[C:16]([C:24]([O:26][CH3:27])=[O:25])[CH:17]=[C:18]([CH:23]=2)[C:19]([O:21][CH3:22])=[O:20])[CH2:10]1.N1C=CC=CC=1.CS(C)=O.C1(N=C=NC2CCCCC2)CCCCC1. The catalyst is C1C=CC=CC=1.CCOCC.O. The product is [O:8]=[C:9]1[CH2:13][CH2:12][N:11]([C:14]2[CH:23]=[C:18]([C:19]([O:21][CH3:22])=[O:20])[CH:17]=[C:16]([CH:15]=2)[C:24]([O:26][CH3:27])=[O:25])[CH2:10]1. The yield is 0.460.